Predict the product of the given reaction. From a dataset of Forward reaction prediction with 1.9M reactions from USPTO patents (1976-2016). (1) The product is: [CH3:22][O:12][C:11](=[O:13])[C:9]1[CH:8]=[C:7]([N+:14]([O-:16])=[O:15])[C:3]([C:4]([OH:6])=[O:5])=[C:2]([Br:1])[CH:10]=1. Given the reactants [Br:1][C:2]1[CH:10]=[C:9]([C:11]([OH:13])=[O:12])[CH:8]=[C:7]([N+:14]([O-:16])=[O:15])[C:3]=1[C:4]([OH:6])=[O:5].S(=O)(=O)(O)O.[CH3:22]O, predict the reaction product. (2) Given the reactants C(O[C:9]1[CH:14]=[C:13](OCC2C=CC=CC=2)[C:12]([C:23]([CH3:25])=[CH2:24])=[CH:11][C:10]=1[C:26]([N:28]1[CH2:36][C:35]2[C:30](=[CH:31][CH:32]=[C:33]([N:37]3[CH2:42][CH2:41][N:40]([CH3:43])[CH2:39][CH2:38]3)[CH:34]=2)[CH2:29]1)=[O:27])C1C=CC=CC=1, predict the reaction product. The product is: [CH:23]([C:12]1[CH2:13][CH2:14][CH2:9][CH:10]([C:26]([N:28]2[CH2:36][C:35]3[C:30](=[CH:31][CH:32]=[C:33]([N:37]4[CH2:42][CH2:41][N:40]([CH3:43])[CH2:39][CH2:38]4)[CH:34]=3)[CH2:29]2)=[O:27])[CH:11]=1)([CH3:25])[CH3:24]. (3) Given the reactants [CH:1]12[N:7]([C:8]([O:10][C:11]([CH3:14])([CH3:13])[CH3:12])=[O:9])[CH:6]1[CH2:5][CH2:4][N:3]([C:15]([O:17][CH2:18][C:19]1[CH:24]=[CH:23][CH:22]=[CH:21][CH:20]=1)=[O:16])[CH2:2]2.[CH:25]1([CH2:29][Mg]Br)[CH2:28][CH2:27][CH2:26]1.C1COCC1.[NH4+].[Cl-], predict the reaction product. The product is: [C:11]([O:10][C:8]([NH:7][C@H:1]1[C@H:6]([CH2:29][CH:25]2[CH2:28][CH2:27][CH2:26]2)[CH2:5][CH2:4][N:3]([C:15]([O:17][CH2:18][C:19]2[CH:24]=[CH:23][CH:22]=[CH:21][CH:20]=2)=[O:16])[CH2:2]1)=[O:9])([CH3:14])([CH3:13])[CH3:12]. (4) Given the reactants Cl[CH2:2][CH:3]([O:6][C@H:7]1[CH2:12][CH2:11][C@H:10]([C:13]2[N:22]3[C:16]([CH2:17][N:18]([CH3:28])[CH2:19][C:20]4[CH:26]=[C:25]([Cl:27])[CH:24]=[CH:23][C:21]=43)=[N:15][N:14]=2)[CH2:9][CH2:8]1)[CH2:4][OH:5].CC(C)([O-])C.[K+], predict the reaction product. The product is: [Cl:27][C:25]1[CH:24]=[CH:23][C:21]2[N:22]3[C:16]([CH2:17][N:18]([CH3:28])[CH2:19][C:20]=2[CH:26]=1)=[N:15][N:14]=[C:13]3[C@H:10]1[CH2:9][CH2:8][C@H:7]([O:6][CH:3]2[CH2:4][O:5][CH2:2]2)[CH2:12][CH2:11]1. (5) Given the reactants [CH2:1]([N:5]1[CH2:18][CH2:17][C:7]2([CH2:16][CH2:15][C:10]3(OCC[O:11]3)[CH2:9][CH2:8]2)[CH2:6]1)[CH2:2][CH2:3][CH3:4], predict the reaction product. The product is: [CH2:1]([N:5]1[CH2:18][CH2:17][C:7]2([CH2:8][CH2:9][C:10](=[O:11])[CH2:15][CH2:16]2)[CH2:6]1)[CH2:2][CH2:3][CH3:4]. (6) Given the reactants [F:1][C:2]1[CH:3]=[C:4]([C:13]2[C:21]3[C:16](=[N:17][CH:18]=[C:19]([C:22]4[CH:27]=[CH:26][CH:25]=[CH:24][CH:23]=4)[CH:20]=3)[N:15](S(C3C=CC(C)=CC=3)(=O)=O)[CH:14]=2)[CH:5]=[CH:6][C:7]=1[C:8]1[NH:12][N:11]=[N:10][N:9]=1.[F-].C([N+](CCCC)(CCCC)CCCC)CCC, predict the reaction product. The product is: [F:1][C:2]1[CH:3]=[C:4]([C:13]2[C:21]3[C:16](=[N:17][CH:18]=[C:19]([C:22]4[CH:27]=[CH:26][CH:25]=[CH:24][CH:23]=4)[CH:20]=3)[NH:15][CH:14]=2)[CH:5]=[CH:6][C:7]=1[C:8]1[NH:9][N:10]=[N:11][N:12]=1. (7) Given the reactants [NH2:1][C:2]1[CH:7]=[CH:6][C:5]([N+:8]([O-:10])=[O:9])=[CH:4][N:3]=1.N1C=CC=CC=1.[C:17](Cl)(=[O:19])[CH3:18], predict the reaction product. The product is: [N+:8]([C:5]1[CH:6]=[CH:7][C:2]([NH:1][C:17](=[O:19])[CH3:18])=[N:3][CH:4]=1)([O-:10])=[O:9].